Dataset: Full USPTO retrosynthesis dataset with 1.9M reactions from patents (1976-2016). Task: Predict the reactants needed to synthesize the given product. Given the product [Cl:1][C:2]1[CH:7]=[CH:6][C:5]([C:8]([N:16]2[C:24]3[CH:23]=[CH:22][CH:21]=[C:20]([NH2:25])[C:19]=3[CH:18]=[N:17]2)([CH2:14][CH3:15])[CH2:9][C:10]([F:13])([F:11])[F:12])=[CH:4][CH:3]=1, predict the reactants needed to synthesize it. The reactants are: [Cl:1][C:2]1[CH:7]=[CH:6][C:5]([C:8]([N:16]2[C:24]3[C:19](=[C:20]([NH:25]C(=O)OC(C)(C)C)[CH:21]=[CH:22][CH:23]=3)[CH:18]=[N:17]2)([CH2:14][CH3:15])[CH2:9][C:10]([F:13])([F:12])[F:11])=[CH:4][CH:3]=1.Cl.CO.